Dataset: NCI-60 drug combinations with 297,098 pairs across 59 cell lines. Task: Regression. Given two drug SMILES strings and cell line genomic features, predict the synergy score measuring deviation from expected non-interaction effect. (1) Drug 1: C1CN1C2=NC(=NC(=N2)N3CC3)N4CC4. Drug 2: C(CN)CNCCSP(=O)(O)O. Cell line: CAKI-1. Synergy scores: CSS=35.7, Synergy_ZIP=0.766, Synergy_Bliss=1.31, Synergy_Loewe=-33.3, Synergy_HSA=0.553. (2) Drug 1: C1=NC2=C(N1)C(=S)N=C(N2)N. Drug 2: CCN(CC)CCCC(C)NC1=C2C=C(C=CC2=NC3=C1C=CC(=C3)Cl)OC. Cell line: MALME-3M. Synergy scores: CSS=32.0, Synergy_ZIP=15.4, Synergy_Bliss=15.5, Synergy_Loewe=6.23, Synergy_HSA=14.7.